The task is: Binary Classification. Given a miRNA mature sequence and a target amino acid sequence, predict their likelihood of interaction.. This data is from Experimentally validated miRNA-target interactions with 360,000+ pairs, plus equal number of negative samples. (1) The miRNA is hsa-miR-6753-3p with sequence UGGUCUGUCUCUGCCCUGGCAC. The protein sequence of the target gene is MAQFDTEYQRLEASYSDSPPGEEDLLVHVAEGSKSPWHHIENLDLFFSRVYNLHQKNGFTCMLIGEIFELMQFLFVVAFTTFLVSCVDYDILFANKMVNHSLHPTEPVKVTLPDAFLPAQVCSARIQENGSLITILVIAGVFWIHRLIKFIYNICCYWEIHSFYLHALRIPMSALPYCTWQEVQARIVQTQKEHQICIHKRELTELDIYHRILRFQNYMVALVNKSLLPLRFRLPGLGEAVFFTRGLKYNFELILFWGPGSLFLNEWSLKAEYKRGGQRLELAQRLSNRILWIGIANFLL.... Result: 1 (interaction). (2) The miRNA is hsa-miR-198 with sequence GGUCCAGAGGGGAGAUAGGUUC. The protein sequence of the target gene is MDVRFYPPPAQPAAAPDAPCLGPSPCLDPYYCNKFDGENMYMSMTEPSQDYVPASQSYPGPSLESEDFNIPPITPPSLPDHSLVHLNEVESGYHSLCHPMNHNGLLPFHPQNMDLPEITVSNMLGQDGTLLSNSISVMPDIRNPEGTQYSSHPQMAAMRPRGQPADIRQQPGMMPHGQLTTINQSQLSAQLGLNMGGSNVPHNSPSPPGSKSATPSPSSSVHEDEGDDTSKINGGEKRPASDMGKKPKTPKKKKKKDPNEPQKPVSAYALFFRDTQAAIKGQNPNATFGEVSKIVASMWD.... Result: 0 (no interaction). (3) The miRNA is cel-miR-124-3p with sequence UAAGGCACGCGGUGAAUGCCA. The protein sequence of the target gene is MIEQQKRKGPELPLVPVKRPRHELLLGAAGAGPGAGPQQATPGALLQAGPPRCSSLQAPIMLLSGHEGEVYCCKFHPNGSTLASAGFDRLILLWNVYGDCDNYATLKGHSGAVMELHYNTDGSMLFSASTDKTVAVWDSETGERVKRLKGHTSFVNSCYPARRGPQLVCTGSDDGTVKLWDIRKKAAVQTFQNTYQVLAVTFNDTSDQIISGGIDNDIKVWDLRQNKLTYTMRGHADSVTGLSLSSEGSYLLSNAMDNTVRVWDVRPFAPKERCVKIFQGNVHNFEKNLLRCSWSPDGSK.... Result: 0 (no interaction). (4) The miRNA is mmu-miR-202-5p with sequence UUCCUAUGCAUAUACUUCUUU. The protein sequence of the target gene is MPHAFKPGDLVFAKMKGYPHWPARIDDIADGAVKPPPNKYPIFFFGTHETAFLGPKDLFPYDKCKDKYGKPNKRKGFNEGLWEIQNNPHASYSAPPPVSSSDSEAPEANPADGSDADEDDEDRGVMAVTAVTATAASDRMESDSDSDKSSDNSGLKRKTPALKMSVSKRARKASSDLDQASVSPSEEENSESSSESEKTSDQDFTPEKKAAVRAPRRGPLGGRKKKKAPSASDSDSKADSDGAKPEPVAMARSASSSSSSSSSSDSDVSVKKPPRGRKPAEKPLPKPRGRKPKPERPPSS.... Result: 0 (no interaction). (5) The miRNA is hsa-miR-3652 with sequence CGGCUGGAGGUGUGAGGA. The protein sequence of the target gene is MLASGLLLVALLACLTVMVLMSVWQQRKSRGKLPPGPTPLPFIGNYLQLNTEHICDSIMKFSECYGPVFTIHLGPRRVVVLCGHDAVREALVDQAEEFSGRGEQATFDWVFKGYGVAFSNGERAKQLLRFAIATLRDFGVGKRGIEERIQEESGFLIEAIRSTHGANIDPTFFLSRTVSNVISSIVFGDRFDYEDKEFLSLLSMMLGIFQFTSTSTGQLYEMFSSVMKHLPGPQQQAFKLLQGLEDFIAKKVEHNQRTLDPNSPQDFIDSFLIHMQEEEKNPNTEFYLKNLMMSTLNLFI.... Result: 0 (no interaction). (6) The miRNA is hsa-miR-4483 with sequence GGGGUGGUCUGUUGUUG. The protein sequence of the target gene is MPPASGPSVLARLLPLLGLLLGSASRAPGKSPPEPPSPQEILIKVQVYVSGELVPLARASVDVFGNRTLLAAGTTDSEGVATLPLSYRLGTWVLVTAARPGFLTNSVPWRVDKLPLYASVSLYLLPERPATLILYEDLVHILLGSPGARSQPLVQFQRRAARLPVSSTYSQLWASLTPASTQQEMRAFPAFLGTEASSSGNGSWLELMPLTAVSVHLLTGNGTEVPLSGPIHLSLPVPSETRALTVGTSIPAWRFDPKSGLWVRNGTGVIRKEGRQLYWTFVSPQLGYWVAAMASPTAGL.... Result: 0 (no interaction). (7) The miRNA is mmu-miR-742-3p with sequence GAAAGCCACCAUGCUGGGUAAA. The protein sequence of the target gene is MMKPEFFCFSGFCVYFLFLQVVVSSEKLRVTTPTRHLLARVGGQAELSCQVIPPHSVMHMEVRWFRSGHSQPVYLYRGGHKMSEEAAPEYANRTEFVKEAIGEGKVSLRIHNINILDDGPYQCSFNGSGFIDAAIMNLNVTAVGLETEIHVQAPDADGVMVECNSGGWFPRPQMEWRDSKGATLPHSLKSYSQDEARFFYMKMTLLLTNMSHGSIICCIFNPVTGEEKQTSIILANELFNRDRIWMESLASIVWIMLSVYILYIICFYWRTGCASGCLSKCFCVVTSWPVQIVHLLFCTG.... Result: 1 (interaction).